Task: Predict the product of the given reaction.. Dataset: Forward reaction prediction with 1.9M reactions from USPTO patents (1976-2016) Given the reactants [Cl:1][C:2]1[CH:7]=[C:6]([Cl:8])[CH:5]=[CH:4][C:3]=1[OH:9].[NH:10]1[CH2:14][CH2:13][CH2:12][CH2:11]1.[CH2:15]=O, predict the reaction product. The product is: [Cl:1][C:2]1[CH:7]=[C:6]([Cl:8])[CH:5]=[C:4]([CH2:15][N:10]2[CH2:14][CH2:13][CH2:12][CH2:11]2)[C:3]=1[OH:9].